This data is from Reaction yield outcomes from USPTO patents with 853,638 reactions. The task is: Predict the reaction yield, written as a fraction of the theoretical maximum amount of product (1.0 means a 100% yield; for example, 0.34 means a 34% yield). (1) The reactants are [Cl:1][C:2]1[CH:3]=[C:4]([N:27]([CH2:45][CH3:46])[C@H:28]2[CH2:33][CH2:32][C@H:31]([N:34]([CH2:36][C:37]3[CH:42]=[CH:41][CH:40]=[C:39]([O:43][CH3:44])[CH:38]=3)[CH3:35])[CH2:30][CH2:29]2)[C:5]([CH3:26])=[C:6]([CH:25]=1)[C:7]([NH:9][CH2:10][C:11]1[C:12]([O:23]C)=[N:13][N:14]([CH3:22])[C:15]=1[N:16]1[CH2:21][CH2:20][CH2:19][CH2:18][CH2:17]1)=[O:8]. The catalyst is Cl. The product is [Cl:1][C:2]1[CH:3]=[C:4]([N:27]([CH2:45][CH3:46])[C@H:28]2[CH2:29][CH2:30][C@H:31]([N:34]([CH2:36][C:37]3[CH:42]=[CH:41][CH:40]=[C:39]([O:43][CH3:44])[CH:38]=3)[CH3:35])[CH2:32][CH2:33]2)[C:5]([CH3:26])=[C:6]([CH:25]=1)[C:7]([NH:9][CH2:10][C:11]1[C:12]([OH:23])=[N:13][N:14]([CH3:22])[C:15]=1[N:16]1[CH2:21][CH2:20][CH2:19][CH2:18][CH2:17]1)=[O:8]. The yield is 0.204. (2) The reactants are Br[C:2]1[CH:7]=[CH:6][C:5]([CH2:8][C:9]([OH:11])=[O:10])=[CH:4][CH:3]=1.[S:12]1[CH:16]=[CH:15][C:14](B(O)O)=[CH:13]1.C([O-])(O)=O.[Na+]. The catalyst is COCCOC.O.Cl[Pd](Cl)([P](C1C=CC=CC=1)(C1C=CC=CC=1)C1C=CC=CC=1)[P](C1C=CC=CC=1)(C1C=CC=CC=1)C1C=CC=CC=1. The product is [S:12]1[CH:16]=[CH:15][C:14]([C:2]2[CH:7]=[CH:6][C:5]([CH2:8][C:9]([OH:11])=[O:10])=[CH:4][CH:3]=2)=[CH:13]1. The yield is 0.510. (3) The reactants are [NH2:1][C:2]1[CH:12]=[CH:11][C:5]([C:6]([N:8]([CH3:10])[CH3:9])=[O:7])=[C:4]([F:13])[CH:3]=1.[Br:14][C:15]1[CH:20]=[CH:19][C:18]([N:21]=[C:22]=[O:23])=[CH:17][CH:16]=1. The catalyst is C(Cl)Cl. The product is [Br:14][C:15]1[CH:20]=[CH:19][C:18]([NH:21][C:22](=[O:23])[NH:1][C:2]2[CH:12]=[CH:11][C:5]([C:6]([N:8]([CH3:10])[CH3:9])=[O:7])=[C:4]([F:13])[CH:3]=2)=[CH:17][CH:16]=1. The yield is 0.580. (4) The reactants are [CH2:1]([O:3][C:4](=[O:14])[CH2:5][C:6](=O)[CH2:7][C:8]([O:10][CH2:11][CH3:12])=[O:9])[CH3:2].[C:15]([O:19][C:20](=[O:27])[C:21](=[N:25]O)[C:22](=O)[CH3:23])([CH3:18])([CH3:17])[CH3:16].O. The catalyst is C(O)(=O)C.[Zn]. The product is [CH2:1]([O:3][C:4]([C:5]1[C:22]([CH3:23])=[C:21]([C:20]([O:19][C:15]([CH3:18])([CH3:17])[CH3:16])=[O:27])[NH:25][C:6]=1[CH2:7][C:8]([O:10][CH2:11][CH3:12])=[O:9])=[O:14])[CH3:2]. The yield is 0.885. (5) The reactants are [CH3:16][C:11]1([CH3:17])[C:12]([CH3:15])([CH3:14])[O:13][B:9]([B:9]2[O:13][C:12]([CH3:15])([CH3:14])[C:11]([CH3:17])([CH3:16])[O:10]2)[O:10]1.CC([O-])=O.[K+].Br[C:25]1[CH:26]=[CH:27][C:28]([CH:31]2[CH2:33][CH2:32]2)=[N:29][CH:30]=1. The catalyst is C1C=CC(P(C2C=CC=CC=2)[C-]2C=CC=C2)=CC=1.C1C=CC(P(C2C=CC=CC=2)[C-]2C=CC=C2)=CC=1.Cl[Pd]Cl.[Fe+2].O1CCOCC1. The product is [CH:31]1([C:28]2[CH:27]=[CH:26][C:25]([B:9]3[O:10][C:11]([CH3:16])([CH3:17])[C:12]([CH3:14])([CH3:15])[O:13]3)=[CH:30][N:29]=2)[CH2:33][CH2:32]1. The yield is 0.870.